This data is from Forward reaction prediction with 1.9M reactions from USPTO patents (1976-2016). The task is: Predict the product of the given reaction. (1) Given the reactants [CH3:1][N:2]([CH2:10][CH2:11][CH:12]=[O:13])[C:3](=[O:9])[O:4][C:5]([CH3:8])([CH3:7])[CH3:6].[CH2:14]([Mg]Br)[CH3:15].[Cl-].[NH4+], predict the reaction product. The product is: [OH:13][CH:12]([CH2:14][CH3:15])[CH2:11][CH2:10][N:2]([CH3:1])[C:3](=[O:9])[O:4][C:5]([CH3:8])([CH3:6])[CH3:7]. (2) Given the reactants [C:1]([C:3]1[CH:4]=[C:5]([C:16]2[CH:21]=[CH:20][N:19]=[C:18]3[NH:22][C:23]([C:25]([O:27]CC)=[O:26])=[CH:24][C:17]=23)[CH:6]=[CH:7][C:8]=1[O:9][CH:10]1[CH2:15][CH2:14][O:13][CH2:12][CH2:11]1)#[N:2].[OH-].[Li+], predict the reaction product. The product is: [C:1]([C:3]1[CH:4]=[C:5]([C:16]2[CH:21]=[CH:20][N:19]=[C:18]3[NH:22][C:23]([C:25]([OH:27])=[O:26])=[CH:24][C:17]=23)[CH:6]=[CH:7][C:8]=1[O:9][CH:10]1[CH2:15][CH2:14][O:13][CH2:12][CH2:11]1)#[N:2]. (3) Given the reactants [Cl:1][C:2]1[C:3]([F:42])=[C:4]([C@@H:8]2[C@:12]([C:15]3[CH:20]=[CH:19][C:18]([Cl:21])=[CH:17][C:16]=3[F:22])([C:13]#[N:14])[C@H:11]([CH2:23][C:24]([CH3:27])([CH3:26])[CH3:25])[NH:10][C@H:9]2[C:28]([NH:30][C:31]2[CH:39]=[CH:38][C:34]([C:35]([OH:37])=[O:36])=[CH:33][C:32]=2[O:40][CH3:41])=[O:29])[CH:5]=[CH:6][CH:7]=1.[CH2:43]([O:49][CH2:50][CH2:51]O)[CH2:44][O:45][CH2:46][CH2:47][OH:48], predict the reaction product. The product is: [ClH:1].[OH:48][CH2:47][CH2:46][O:45][CH2:44][CH2:43][O:49][CH2:50][CH2:51][O:36][C:35](=[O:37])[C:34]1[CH:38]=[CH:39][C:31]([NH:30][C:28]([C@H:9]2[C@H:8]([C:4]3[CH:5]=[CH:6][CH:7]=[C:2]([Cl:1])[C:3]=3[F:42])[C@:12]([C:15]3[CH:20]=[CH:19][C:18]([Cl:21])=[CH:17][C:16]=3[F:22])([C:13]#[N:14])[C@H:11]([CH2:23][C:24]([CH3:26])([CH3:27])[CH3:25])[NH:10]2)=[O:29])=[C:32]([O:40][CH3:41])[CH:33]=1. (4) Given the reactants [H-].[Na+].[CH3:3][N:4]([CH2:12][C:13]1[CH:17]=[C:16]([NH:18][C:19]2[CH:24]=[CH:23][CH:22]=[CH:21][CH:20]=2)[N:15]([C:25]2[CH:30]=[CH:29][CH:28]=[CH:27][CH:26]=2)[N:14]=1)[C:5](=[O:11])[O:6][C:7]([CH3:10])([CH3:9])[CH3:8].[C:31](Cl)(=[O:33])[CH3:32].O, predict the reaction product. The product is: [C:7]([O:6][C:5](=[O:11])[N:4]([CH2:12][C:13]1[CH:17]=[C:16]([N:18]([C:31](=[O:33])[CH3:32])[C:19]2[CH:20]=[CH:21][CH:22]=[CH:23][CH:24]=2)[N:15]([C:25]2[CH:30]=[CH:29][CH:28]=[CH:27][CH:26]=2)[N:14]=1)[CH3:3])([CH3:10])([CH3:8])[CH3:9]. (5) Given the reactants [OH-].[K+].[C:3]([O:7][CH:8]([C:14]1[C:18]([C:19]2[CH:20]=[CH:21][C:22]3[O:27][CH2:26][CH2:25][CH2:24][C:23]=3[CH:28]=2)=[C:17]([C:29]2[CH:34]=[CH:33][C:32]([F:35])=[CH:31][CH:30]=2)[S:16][C:15]=1[CH3:36])[C:9]([O:11]CC)=[O:10])([CH3:6])([CH3:5])[CH3:4], predict the reaction product. The product is: [C:3]([O:7][CH:8]([C:14]1[C:18]([C:19]2[CH:20]=[CH:21][C:22]3[O:27][CH2:26][CH2:25][CH2:24][C:23]=3[CH:28]=2)=[C:17]([C:29]2[CH:34]=[CH:33][C:32]([F:35])=[CH:31][CH:30]=2)[S:16][C:15]=1[CH3:36])[C:9]([OH:11])=[O:10])([CH3:6])([CH3:5])[CH3:4]. (6) Given the reactants [CH2:1]([N:8]1[C:12]2[CH:13]=[C:14]([NH2:21])[C:15]3[N:16]([C:17]([CH3:20])=[N:18][N:19]=3)[C:11]=2[CH:10]=[C:9]1[CH3:22])[C:2]1[CH:7]=[CH:6][CH:5]=[CH:4][CH:3]=1.[C:23](Cl)(=[O:25])[CH3:24].C(N(CC)C(C)C)(C)C, predict the reaction product. The product is: [CH2:1]([N:8]1[C:12]2[CH:13]=[C:14]([NH:21][C:23](=[O:25])[CH3:24])[C:15]3[N:16]([C:17]([CH3:20])=[N:18][N:19]=3)[C:11]=2[CH:10]=[C:9]1[CH3:22])[C:2]1[CH:3]=[CH:4][CH:5]=[CH:6][CH:7]=1.